From a dataset of HIV replication inhibition screening data with 41,000+ compounds from the AIDS Antiviral Screen. Binary Classification. Given a drug SMILES string, predict its activity (active/inactive) in a high-throughput screening assay against a specified biological target. (1) The drug is Cc1coc(C)c1C(=S)Nc1ccc(Cl)c(C(=O)OC(C)C)c1. The result is 1 (active). (2) The molecule is O=[N+]([O-])c1ccc(C(Cl)=Cc2ccc(C=C(Cl)c3ccc([N+](=O)[O-])cc3[N+](=O)[O-])cc2)c([N+](=O)[O-])c1. The result is 0 (inactive). (3) The drug is CNC(=O)CCCNC(=O)CCCCC(=O)N(C)C. The result is 0 (inactive). (4) The molecule is CC1=[N+]2[N-]C(N3CC4CCC(CC4)C3)=[S+][Cu-2]2[n+]2cnccc21. The result is 0 (inactive).